From a dataset of Catalyst prediction with 721,799 reactions and 888 catalyst types from USPTO. Predict which catalyst facilitates the given reaction. (1) Reactant: [CH3:1][CH2:2][C@H:3]1[O:18][C:16](=[O:17])[C@H:15]([CH3:19])[C@@H:14]([O:20][C@@H:21]2[O:26][C@@H:25]([CH3:27])[C@H:24]([OH:28])[C@@:23]([O:30][CH3:31])([CH3:29])[CH2:22]2)[C@H:13]([CH3:32])[C@@H:12]([O:33][C@@H:34]2[O:39][C@H:38]([CH3:40])[CH2:37][C@H:36]([N:41]([CH3:43])[CH3:42])[C@H:35]2[OH:44])[C@@:11]([O:46][CH3:47])([CH3:45])[CH2:10][C@@H:9]([CH3:48])[C:7](=[O:8])[C@H:6]([CH3:49])[C@@H:5]([OH:50])[C@@:4]1([OH:52])[CH3:51].[F:53][C:54]([F:59])([F:58])[C:55]([OH:57])=[O:56]. Product: [F:53][C:54]([F:59])([F:58])[C:55]([O-:57])=[O:56].[CH3:1][CH2:2][C@H:3]1[O:18][C:16](=[O:17])[C@H:15]([CH3:19])[C@@H:14]([O:20][C@@H:21]2[O:26][C@@H:25]([CH3:27])[C@H:24]([OH:28])[C@@:23]([O:30][CH3:31])([CH3:29])[CH2:22]2)[C@H:13]([CH3:32])[C@@H:12]([O:33][C@@H:34]2[O:39][C@H:38]([CH3:40])[CH2:37][C@H:36]([N:41]([CH3:42])[CH3:43])[C@H:35]2[OH:44])[C@@:11]([O:46][CH3:47])([CH3:45])[CH2:10][C@@H:9]([CH3:48])[C:7](=[O:8])[C@H:6]([CH3:49])[C@@H:5]([OH:50])[C@@:4]1([OH:52])[CH3:51]. The catalyst class is: 21. (2) Reactant: [F:1][C:2]1[C:35]([O:36][CH3:37])=[CH:34][C:33]([O:38][CH3:39])=[C:32]([F:40])[C:3]=1[CH2:4][O:5][C:6]1[CH:7]=[N:8][C:9]([NH:12][C:13]2[CH:14]=[N:15][C:16]([O:19][CH:20]3[CH2:25][O:24]C(C4C=CC=CC=4)[O:22][CH2:21]3)=[CH:17][CH:18]=2)=[N:10][CH:11]=1.C(O)(=O)C. Product: [F:40][C:32]1[C:33]([O:38][CH3:39])=[CH:34][C:35]([O:36][CH3:37])=[C:2]([F:1])[C:3]=1[CH2:4][O:5][C:6]1[CH:11]=[N:10][C:9]([NH:12][C:13]2[CH:18]=[CH:17][C:16]([O:19][CH:20]([CH2:21][OH:22])[CH2:25][OH:24])=[N:15][CH:14]=2)=[N:8][CH:7]=1. The catalyst class is: 6. (3) Reactant: C([Li])CCC.Br[C:7]1[CH:12]=[CH:11][C:10]([O:13][C:14]([F:17])([F:16])[F:15])=[CH:9][C:8]=1[F:18].[B:19](OC(C)C)([O:24]C(C)C)[O:20]C(C)C.Cl. Product: [F:18][C:8]1[CH:9]=[C:10]([O:13][C:14]([F:17])([F:16])[F:15])[CH:11]=[CH:12][C:7]=1[B:19]([OH:24])[OH:20]. The catalyst class is: 1. (4) Reactant: CON(C)[C:4]([C:6]1[C:7]([C:21]([F:24])([F:23])[F:22])=[N:8][C:9]([NH:12][C:13]2[CH:18]=[CH:17][C:16]([Cl:19])=[CH:15][C:14]=2[Cl:20])=[N:10][CH:11]=1)=[O:5].[CH3:26][Li]. Product: [Cl:20][C:14]1[CH:15]=[C:16]([Cl:19])[CH:17]=[CH:18][C:13]=1[NH:12][C:9]1[N:8]=[C:7]([C:21]([F:24])([F:22])[F:23])[C:6]([C:4](=[O:5])[CH3:26])=[CH:11][N:10]=1. The catalyst class is: 7. (5) Reactant: [Na].[CH:2]1([C:7](=[O:9])[CH3:8])[CH2:6][CH2:5][CH2:4][CH2:3]1.[C:10](OCC)(=[O:16])[C:11]([O:13][CH2:14][CH3:15])=[O:12].S(=O)(=O)(O)O. Product: [CH:2]1([C:7](=[O:9])[CH2:8][C:10](=[O:16])[C:11]([O:13][CH2:14][CH3:15])=[O:12])[CH2:6][CH2:5][CH2:4][CH2:3]1. The catalyst class is: 871. (6) Reactant: Cl.[S:2]([N:12]1[C:16]2[N:17]=[CH:18][C:19]3[N:20]([C:21]([C@@H:24]4[CH2:28][CH2:27][C@H:26]([NH2:29])[CH2:25]4)=[N:22][N:23]=3)[C:15]=2[CH:14]=[CH:13]1)([C:5]1[CH:11]=[CH:10][C:8]([CH3:9])=[CH:7][CH:6]=1)(=[O:4])=[O:3].CC([O-])=O.[Na+].C[O:36][CH:37]1[CH:41]([CH:42]=O)[CH2:40][CH:39](OC)O1. Product: [S:2]([N:12]1[C:16]2[N:17]=[CH:18][C:19]3[N:20]([C:21]([C@@H:24]4[CH2:28][CH2:27][C@H:26]([N:29]5[CH:39]=[CH:40][C:41]([CH:37]=[O:36])=[CH:42]5)[CH2:25]4)=[N:22][N:23]=3)[C:15]=2[CH:14]=[CH:13]1)([C:5]1[CH:11]=[CH:10][C:8]([CH3:9])=[CH:7][CH:6]=1)(=[O:4])=[O:3]. The catalyst class is: 34. (7) Reactant: [NH2:1][C:2]1[CH:10]=[C:9]2[C:5]([C:6]([C:15]#[N:16])=[CH:7][N:8]2[CH:11]2[CH2:14][CH2:13][CH2:12]2)=[CH:4][CH:3]=1.Br[CH2:18][CH2:19][O:20][CH2:21][CH2:22]Br.CCN(C(C)C)C(C)C. Product: [CH:11]1([N:8]2[C:9]3[C:5](=[CH:4][CH:3]=[C:2]([N:1]4[CH2:22][CH2:21][O:20][CH2:19][CH2:18]4)[CH:10]=3)[C:6]([C:15]#[N:16])=[CH:7]2)[CH2:14][CH2:13][CH2:12]1. The catalyst class is: 3. (8) Reactant: [CH3:1][N:2]1[CH2:7][CH2:6][NH:5][CH2:4][CH2:3]1.[CH2:8]([O:15][N:16]1[C:25](=[O:26])[C:24]2[C:19](=[CH:20][C:21](F)=[C:22]([F:27])[CH:23]=2)[N:18]([CH2:29][CH3:30])[C:17]1=[O:31])[C:9]1[CH:14]=[CH:13][CH:12]=[CH:11][CH:10]=1.C1CCN2C(=NCCC2)CC1. Product: [CH2:8]([O:15][N:16]1[C:25](=[O:26])[C:24]2[C:19](=[CH:20][C:21]([N:5]3[CH2:6][CH2:7][N:2]([CH3:1])[CH2:3][CH2:4]3)=[C:22]([F:27])[CH:23]=2)[N:18]([CH2:29][CH3:30])[C:17]1=[O:31])[C:9]1[CH:14]=[CH:13][CH:12]=[CH:11][CH:10]=1. The catalyst class is: 10. (9) Reactant: [Cl:1][C:2]1[CH:7]=[CH:6][C:5]([N:8]([C@H:12]2[C:21]3[C:16](=[CH:17][CH:18]=[CH:19][CH:20]=3)[N:15]([C:22](=[O:32])[C:23]3[CH:28]=[C:27]([F:29])[C:26]([OH:30])=[C:25]([F:31])[CH:24]=3)[C@@H:14]([CH3:33])[CH2:13]2)[C:9](=[O:11])[CH3:10])=[CH:4][CH:3]=1.C([O-])([O-])=O.[Cs+].[Cs+].Br[CH2:41][CH2:42][C:43]([CH3:49])([CH3:48])[C:44]([O:46][CH3:47])=[O:45]. Product: [C:9]([N:8]([C:5]1[CH:6]=[CH:7][C:2]([Cl:1])=[CH:3][CH:4]=1)[C@H:12]1[C:21]2[C:16](=[CH:17][CH:18]=[CH:19][CH:20]=2)[N:15]([C:22]([C:23]2[CH:28]=[C:27]([F:29])[C:26]([O:30][CH2:41][CH2:42][C:43]([CH3:49])([CH3:48])[C:44]([O:46][CH3:47])=[O:45])=[C:25]([F:31])[CH:24]=2)=[O:32])[C@@H:14]([CH3:33])[CH2:13]1)(=[O:11])[CH3:10]. The catalyst class is: 3.